From a dataset of Forward reaction prediction with 1.9M reactions from USPTO patents (1976-2016). Predict the product of the given reaction. (1) Given the reactants [Cl:1][C:2]1[N:3]=[C:4](Cl)[C:5]2[N:10]([CH3:11])[CH:9]=[CH:8][C:6]=2[N:7]=1.[NH2:13][CH2:14][CH:15]1[CH2:18][N:17]([C:19]([O:21][C:22]([CH3:25])([CH3:24])[CH3:23])=[O:20])[CH2:16]1.C(N(CC)C(C)C)(C)C, predict the reaction product. The product is: [Cl:1][C:2]1[N:3]=[C:4]([NH:13][CH2:14][CH:15]2[CH2:18][N:17]([C:19]([O:21][C:22]([CH3:25])([CH3:24])[CH3:23])=[O:20])[CH2:16]2)[C:5]2[N:10]([CH3:11])[CH:9]=[CH:8][C:6]=2[N:7]=1. (2) Given the reactants [C:1]([C:5]1[CH:10]=[CH:9][C:8]([C:11]2[C:19]3[O:20][CH2:21][O:22][C:18]=3[CH:17]=[C:16]3[C:12]=2[CH2:13][CH:14]([CH3:24])[C:15]3=O)=[CH:7][CH:6]=1)([CH3:4])([CH3:3])[CH3:2].[H-].[H-].[H-].[H-].[Li+].[Al+3].Cl, predict the reaction product. The product is: [C:1]([C:5]1[CH:10]=[CH:9][C:8]([C:11]2[C:19]3[O:20][CH2:21][O:22][C:18]=3[CH:17]=[C:16]3[C:12]=2[CH2:13][C:14]([CH3:24])=[CH:15]3)=[CH:7][CH:6]=1)([CH3:4])([CH3:2])[CH3:3]. (3) Given the reactants [CH3:1][O:2][C:3](=[O:23])[C:4]1[CH:9]=[CH:8][CH:7]=[C:6]([NH:10][C:11]([O:13]C2C=CC([N+]([O-])=O)=CC=2)=O)[CH:5]=1.[C:24]([C:28]1[CH:34]=[CH:33][C:31]([NH2:32])=[CH:30][CH:29]=1)([CH3:27])([CH3:26])[CH3:25], predict the reaction product. The product is: [CH3:1][O:2][C:3](=[O:23])[C:4]1[CH:9]=[CH:8][CH:7]=[C:6]([NH:10][C:11]([NH:32][C:31]2[CH:33]=[CH:34][C:28]([C:24]([CH3:27])([CH3:26])[CH3:25])=[CH:29][CH:30]=2)=[O:13])[CH:5]=1. (4) Given the reactants [Cl:1][C:2]1[CH:27]=[C:26]([F:28])[CH:25]=[CH:24][C:3]=1[O:4][C:5]1[CH:10]=[CH:9][CH:8]=[CH:7][C:6]=1[NH:11][S:12]([C:15]1[CH:23]=[CH:22][C:18]([C:19]([OH:21])=O)=[CH:17][CH:16]=1)(=[O:14])=[O:13].Cl.[CH2:30]([O:32][C:33](=[O:36])[CH2:34][NH2:35])[CH3:31], predict the reaction product. The product is: [CH2:30]([O:32][C:33](=[O:36])[CH2:34][NH:35][C:19](=[O:21])[C:18]1[CH:22]=[CH:23][C:15]([S:12](=[O:14])(=[O:13])[NH:11][C:6]2[CH:7]=[CH:8][CH:9]=[CH:10][C:5]=2[O:4][C:3]2[CH:24]=[CH:25][C:26]([F:28])=[CH:27][C:2]=2[Cl:1])=[CH:16][CH:17]=1)[CH3:31]. (5) Given the reactants COC1C=C(OC)C=CC=1C[N:6]([C:29]1[S:30][CH:31]=[CH:32][N:33]=1)[S:7]([C:10]1[CH:11]=[C:12]2[C:17](=[CH:18][CH:19]=1)[C:16]([CH:20]1[CH2:24][CH2:23][CH2:22][N:21]1[CH2:25][CH2:26][O:27][CH3:28])=[N:15][CH:14]=[CH:13]2)(=[O:9])=[O:8].C(O)(C(F)(F)F)=O, predict the reaction product. The product is: [CH3:28][O:27][CH2:26][CH2:25][N:21]1[CH2:22][CH2:23][CH2:24][CH:20]1[C:16]1[C:17]2[C:12](=[CH:11][C:10]([S:7]([NH:6][C:29]3[S:30][CH:31]=[CH:32][N:33]=3)(=[O:8])=[O:9])=[CH:19][CH:18]=2)[CH:13]=[CH:14][N:15]=1. (6) Given the reactants [Cl:1][C:2]1[CH:3]=[N:4][C:5]2[N:6]([N:8]=[C:9]([C:11]([OH:13])=O)[CH:10]=2)[CH:7]=1.[NH:14]1[C:22]2[CH2:21][CH2:20][NH:19][CH2:18][C:17]=2[CH:16]=[CH:15]1, predict the reaction product. The product is: [Cl:1][C:2]1[CH:3]=[N:4][C:5]2[N:6]([N:8]=[C:9]([C:11]([N:19]3[CH2:20][CH2:21][C:22]4[NH:14][CH:15]=[CH:16][C:17]=4[CH2:18]3)=[O:13])[CH:10]=2)[CH:7]=1.